Task: Predict the reaction yield, written as a fraction of the theoretical maximum amount of product (1.0 means a 100% yield; for example, 0.34 means a 34% yield).. Dataset: Reaction yield outcomes from USPTO patents with 853,638 reactions (1) The product is [N:13]1([C:22]2[C:31]3[C:26](=[CH:27][CH:28]=[CH:29][CH:30]=3)[N:25]=[C:24]([I:33])[C:23]=2[F:32])[C:21]2[CH:20]=[CH:19][N:18]=[CH:17][C:16]=2[CH2:15][CH2:14]1. The catalyst is O1CCCC1.C(OCC)(=O)C.O. The reactants are C(NC(C)C)(C)C.C([Li])CCC.[N:13]1([C:22]2[C:31]3[C:26](=[CH:27][CH:28]=[CH:29][CH:30]=3)[N:25]=[CH:24][C:23]=2[F:32])[C:21]2[CH:20]=[CH:19][N:18]=[CH:17][C:16]=2[CH2:15][CH2:14]1.[I:33]I. The yield is 0.650. (2) The reactants are [NH2:1][C:2]1[CH:3]=[N:4][CH:5]=[CH:6][C:7]=1[C:8]1[CH:13]=[CH:12][CH:11]=[CH:10][CH:9]=1.[F:14][C:15]([F:33])([F:32])[C:16]1[CH:17]=[CH:18][C:19]([NH:22][C:23]2[CH:24]=[C:25]([CH:29]=[CH:30][N:31]=2)[C:26](O)=[O:27])=[N:20][CH:21]=1.CCN(C(C)C)C(C)C.CCCP1(OP(CCC)(=O)OP(CCC)(=O)O1)=O. The catalyst is C(OCC)(=O)C.C(=O)(O)[O-].[Na+]. The product is [C:8]1([C:7]2[CH:6]=[CH:5][N:4]=[CH:3][C:2]=2[NH:1][C:26](=[O:27])[C:25]2[CH:29]=[CH:30][N:31]=[C:23]([NH:22][C:19]3[CH:18]=[CH:17][C:16]([C:15]([F:33])([F:32])[F:14])=[CH:21][N:20]=3)[CH:24]=2)[CH:13]=[CH:12][CH:11]=[CH:10][CH:9]=1. The yield is 0.730. (3) The reactants are [Cl:1][C:2]1[C:6]([CH3:7])=[CH:5][S:4][C:3]=1[C:8](=O)[CH:9]([C:15]#[N:16])[C:10]([O:12][CH2:13][CH3:14])=[O:11].O=P(Cl)(Cl)[Cl:20].CCN(CC)CC. The catalyst is C(Cl)(Cl)Cl. The product is [Cl:20][C:8]([C:3]1[S:4][CH:5]=[C:6]([CH3:7])[C:2]=1[Cl:1])=[C:9]([C:15]#[N:16])[C:10]([O:12][CH2:13][CH3:14])=[O:11]. The yield is 0.660. (4) The catalyst is ClCCl. The yield is 1.00. The product is [C:33]([CH:22]1[CH2:21][O:20][CH:19]([N:10]2[C:11]3[C:16](=[CH:15][CH:14]=[CH:13][CH:12]=3)[C:8]([C:4]3[CH:3]=[C:2]([NH:1][C:29](=[O:31])[CH2:28][CH2:27][O:26][CH3:25])[CH:7]=[CH:6][CH:5]=3)=[N:9]2)[CH2:24][CH2:23]1)#[N:34]. The reactants are [NH2:1][C:2]1[CH:3]=[C:4]([C:8]2[C:16]3[C:11](=[CH:12][CH:13]=[C:14](C#N)[CH:15]=3)[N:10]([CH:19]3[CH2:24][CH2:23][CH2:22][CH2:21][O:20]3)[N:9]=2)[CH:5]=[CH:6][CH:7]=1.[CH3:25][O:26][CH2:27][CH2:28][C:29]([OH:31])=O.Cl.[CH3:33][N:34](C)CCCN=C=NCC. (5) The reactants are Cl.[CH3:2][C:3]1[O:7][N:6]=[C:5]([C:8]2[CH:13]=[CH:12][C:11]([C@@H:14]3[O:19][CH2:18][CH2:17][NH:16][CH2:15]3)=[CH:10][CH:9]=2)[N:4]=1.Cl.[N:21]1([C:26](N)=[NH:27])C=CC=N1.C(N(CC)C(C)C)(C)C.C(O[C:41](=[O:51])[CH2:42][C:43](=O)[C:44]1[CH:49]=[CH:48][N:47]=[CH:46][N:45]=1)C.C(=O)([O-])[O-].[K+].[K+]. The catalyst is CN(C)C=O.C(O)C. The product is [CH3:2][C:3]1[O:7][N:6]=[C:5]([C:8]2[CH:13]=[CH:12][C:11]([C@@H:14]3[O:19][CH2:18][CH2:17][N:16]([C:26]4[NH:27][C:41](=[O:51])[CH:42]=[C:43]([C:44]5[CH:49]=[CH:48][N:47]=[CH:46][N:45]=5)[N:21]=4)[CH2:15]3)=[CH:10][CH:9]=2)[N:4]=1. The yield is 0.330.